From a dataset of Full USPTO retrosynthesis dataset with 1.9M reactions from patents (1976-2016). Predict the reactants needed to synthesize the given product. (1) Given the product [CH3:4][C:5]([CH3:12])=[CH:6][CH2:7][CH2:8][C:9]([O:11][CH3:3])=[O:10], predict the reactants needed to synthesize it. The reactants are: [N+](=[CH2:3])=[N-].[CH3:4][C:5]([CH3:12])=[CH:6][CH2:7][CH2:8][C:9]([OH:11])=[O:10]. (2) Given the product [NH2:29][C:32]1[CH:33]=[CH:34][C:35]([F:50])=[C:36]([C@:38]2([CH3:49])[C@H:44]3[C@:42]([CH2:45][O:46][CH3:47])([CH2:43]3)[S:41][C:40]([NH2:48])=[N:39]2)[CH:37]=1, predict the reactants needed to synthesize it. The reactants are: [N-]=[N+]=[N-].[Na+].BrC1C=CC(F)=C([C@]2(C)[C@H]3[C@](COC)(C3)SC(N)=N2)C=1.[NH4+].[Cl-].[OH-].[NH4+].[N:29]([C:32]1[CH:33]=[CH:34][C:35]([F:50])=[C:36]([C@:38]2([CH3:49])[C@H:44]3[C@:42]([CH2:45][O:46][CH3:47])([CH2:43]3)[S:41][C:40]([NH2:48])=[N:39]2)[CH:37]=1)=[N+]=[N-].CP(C)C. (3) Given the product [C:29]([O:17][NH:16][C:14](=[O:15])[CH2:13][CH:12]([N:3]1[C:4](=[O:11])[C:5]2[C:10](=[CH:9][CH:8]=[CH:7][CH:6]=2)[C:2]1=[O:1])[C:18]1[CH:23]=[CH:22][C:21]([O:24][CH3:25])=[C:20]([O:26][CH2:27][CH3:28])[CH:19]=1)(=[O:31])[CH3:30], predict the reactants needed to synthesize it. The reactants are: [O:1]=[C:2]1[C:10]2[C:5](=[CH:6][CH:7]=[CH:8][CH:9]=2)[C:4](=[O:11])[N:3]1[CH:12]([C:18]1[CH:23]=[CH:22][C:21]([O:24][CH3:25])=[C:20]([O:26][CH2:27][CH3:28])[CH:19]=1)[CH2:13][C:14]([NH:16][OH:17])=[O:15].[C:29](OC(=O)C)(=[O:31])[CH3:30]. (4) Given the product [Cl:14][C:4]1[CH:3]=[C:2]([NH:1][C:23]([NH:43][C:42]2[CH:44]=[CH:45][CH:46]=[C:40]([O:39][CH:36]3[CH2:37][CH2:38][O:34][CH2:35]3)[CH:41]=2)=[O:25])[CH:7]=[CH:6][C:5]=1[CH2:8][C:9]([O:11][CH2:12][CH3:13])=[O:10], predict the reactants needed to synthesize it. The reactants are: [NH2:1][C:2]1[CH:7]=[CH:6][C:5]([CH2:8][C:9]([O:11][CH2:12][CH3:13])=[O:10])=[C:4]([Cl:14])[CH:3]=1.C(N(CC)CC)C.Cl[C:23](Cl)([O:25]C(=O)OC(Cl)(Cl)Cl)Cl.[O:34]1[CH2:38][CH2:37][CH:36]([O:39][C:40]2[CH:41]=[C:42]([CH:44]=[CH:45][CH:46]=2)[NH2:43])[CH2:35]1.